Dataset: Reaction yield outcomes from USPTO patents with 853,638 reactions. Task: Predict the reaction yield, written as a fraction of the theoretical maximum amount of product (1.0 means a 100% yield; for example, 0.34 means a 34% yield). The reactants are [CH3:1][O:2][C:3]1[CH:40]=[C:39]([O:41][CH3:42])[CH:38]=[CH:37][C:4]=1[CH2:5][NH:6][C:7]1[C:8]2[CH:15]=[CH:14][N:13]([C@H:16]3[C@@H:20]4[O:21][C:22]([CH3:25])([CH3:24])[O:23][C@@H:19]4[C@@H:18]([CH2:26][NH:27][CH:28]4[CH2:31][CH:30]([CH2:32][C:33]([O:35][CH3:36])=[O:34])[CH2:29]4)[O:17]3)[C:9]=2[N:10]=[CH:11][N:12]=1.[C:43]([BH3-])#N.[Na+].C(O)(=O)C.C=O. The catalyst is CO. The product is [CH3:1][O:2][C:3]1[CH:40]=[C:39]([O:41][CH3:42])[CH:38]=[CH:37][C:4]=1[CH2:5][NH:6][C:7]1[C:8]2[CH:15]=[CH:14][N:13]([C@H:16]3[C@@H:20]4[O:21][C:22]([CH3:24])([CH3:25])[O:23][C@@H:19]4[C@@H:18]([CH2:26][N:27]([CH3:43])[CH:28]4[CH2:29][CH:30]([CH2:32][C:33]([O:35][CH3:36])=[O:34])[CH2:31]4)[O:17]3)[C:9]=2[N:10]=[CH:11][N:12]=1. The yield is 1.00.